The task is: Regression. Given a peptide amino acid sequence and an MHC pseudo amino acid sequence, predict their binding affinity value. This is MHC class II binding data.. This data is from Peptide-MHC class II binding affinity with 134,281 pairs from IEDB. (1) The binding affinity (normalized) is 0. The MHC is DRB1_1101 with pseudo-sequence DRB1_1101. The peptide sequence is APAAPANPGLII. (2) The peptide sequence is FVNPVEAFQFYFELL. The MHC is DRB1_0701 with pseudo-sequence DRB1_0701. The binding affinity (normalized) is 0.195. (3) The peptide sequence is GYKVLVLNPSVAAT. The MHC is DRB1_0101 with pseudo-sequence DRB1_0101. The binding affinity (normalized) is 1.00. (4) The peptide sequence is YKLEHPVTGCGER. The MHC is DRB1_1101 with pseudo-sequence DRB1_1101. The binding affinity (normalized) is 0.